The task is: Predict which catalyst facilitates the given reaction.. This data is from Catalyst prediction with 721,799 reactions and 888 catalyst types from USPTO. Reactant: [C:1]1([C:7]2[N:11]=[CH:10][NH:9][N:8]=2)[CH:6]=[CH:5][CH:4]=[CH:3][CH:2]=1.Cl[CH2:13][CH2:14][C:15]([OH:17])=[O:16].[OH-].[Na+].Cl. Product: [C:1]1([C:7]2[N:11]=[CH:10][N:9]([CH2:13][CH2:14][C:15]([OH:17])=[O:16])[N:8]=2)[CH:2]=[CH:3][CH:4]=[CH:5][CH:6]=1. The catalyst class is: 6.